This data is from Full USPTO retrosynthesis dataset with 1.9M reactions from patents (1976-2016). The task is: Predict the reactants needed to synthesize the given product. The reactants are: [CH3:1][O:2][CH2:3][C@H:4]1[CH2:8][CH2:7][CH2:6][N:5]1[CH2:9][C:10]1[CH:11]=[C:12]([CH:17]=[C:18]([CH3:20])[CH:19]=1)[C:13]([O:15]C)=[O:14].O.[OH-].[Li+]. Given the product [CH3:1][O:2][CH2:3][C@H:4]1[CH2:8][CH2:7][CH2:6][N:5]1[CH2:9][C:10]1[CH:11]=[C:12]([CH:17]=[C:18]([CH3:20])[CH:19]=1)[C:13]([OH:15])=[O:14], predict the reactants needed to synthesize it.